From a dataset of Forward reaction prediction with 1.9M reactions from USPTO patents (1976-2016). Predict the product of the given reaction. Given the reactants C(C[C:4]1[S:5][CH:6]=[C:7]([C:9]2[CH:14]=[CH:13][C:12]([S:15]([NH:18][CH2:19][CH2:20][CH:21]([CH3:23])[CH3:22])(=[O:17])=[O:16])=[CH:11][CH:10]=2)[N:8]=1)#N.[OH-].[Na+].[C:26]([OH:29])(=[O:28])[CH3:27], predict the reaction product. The product is: [CH2:19]([NH:18][S:15]([C:12]1[CH:13]=[CH:14][C:9]([C:7]2[N:8]=[C:4]([CH2:27][C:26]([OH:29])=[O:28])[S:5][CH:6]=2)=[CH:10][CH:11]=1)(=[O:17])=[O:16])[CH2:20][CH:21]([CH3:23])[CH3:22].